This data is from TCR-epitope binding with 47,182 pairs between 192 epitopes and 23,139 TCRs. The task is: Binary Classification. Given a T-cell receptor sequence (or CDR3 region) and an epitope sequence, predict whether binding occurs between them. (1) The epitope is LEPLVDLPI. The TCR CDR3 sequence is CASYSGDLQETQYF. Result: 0 (the TCR does not bind to the epitope). (2) The epitope is RLDKVEAEV. The TCR CDR3 sequence is CASSSFLDRGPNTGELFF. Result: 1 (the TCR binds to the epitope). (3) The epitope is TLVPQEHYV. Result: 1 (the TCR binds to the epitope). The TCR CDR3 sequence is CASSLEAGNSYNEQFF. (4) The epitope is ALSKGVHFV. The TCR CDR3 sequence is CSVEGTGTGENIQYF. Result: 0 (the TCR does not bind to the epitope). (5) The epitope is SSTFNVPMEKLK. The TCR CDR3 sequence is CASSLVGSYEQFF. Result: 0 (the TCR does not bind to the epitope). (6) The epitope is CLGGLLTMV. The TCR CDR3 sequence is CASSLIYSQETQYF. Result: 0 (the TCR does not bind to the epitope). (7) Result: 0 (the TCR does not bind to the epitope). The epitope is IQYIDIGNY. The TCR CDR3 sequence is CASSSPGTSTDTQYF. (8) The epitope is KRWIILGLNK. The TCR CDR3 sequence is CASSQGQLNTQYF. Result: 1 (the TCR binds to the epitope). (9) The epitope is YVFCTVNAL. The TCR CDR3 sequence is CASSFGTGRAGYTF. Result: 0 (the TCR does not bind to the epitope). (10) The epitope is KPLEFGATSAAL. The TCR CDR3 sequence is CASTSGTGVTDTQYF. Result: 1 (the TCR binds to the epitope).